This data is from Full USPTO retrosynthesis dataset with 1.9M reactions from patents (1976-2016). The task is: Predict the reactants needed to synthesize the given product. (1) The reactants are: [NH:1]([CH2:5][CH2:6][OH:7])[CH2:2][CH2:3][OH:4].Cl[C:9]1[C:18]2[C:13](=[CH:14][CH:15]=[CH:16][CH:17]=2)[N:12]=[C:11]([C:19]([F:22])([F:21])[F:20])[CH:10]=1. Given the product [OH:4][CH2:3][CH2:2][N:1]([C:9]1[C:18]2[C:13](=[CH:14][CH:15]=[CH:16][CH:17]=2)[N:12]=[C:11]([C:19]([F:22])([F:20])[F:21])[CH:10]=1)[CH2:5][CH2:6][OH:7], predict the reactants needed to synthesize it. (2) Given the product [CH3:33][O:32][C:29]1[CH:30]=[CH:31][C:26]([CH2:25][O:24][C:18]2[CH:19]=[CH:20][CH:21]=[C:22]3[C:17]=2[C:16]2[N:6]=[C:5]([NH2:7])[N:4]=[C:8]([C:9]4[CH:10]=[CH:11][CH:12]=[CH:13][CH:14]=4)[C:15]=2[CH2:23]3)=[CH:27][CH:28]=1, predict the reactants needed to synthesize it. The reactants are: [OH-].[Na+].Cl.[NH2:4][C:5]([NH2:7])=[NH:6].[CH:8](=[C:15]1[CH2:23][C:22]2[C:17](=[C:18]([O:24][CH2:25][C:26]3[CH:31]=[CH:30][C:29]([O:32][CH3:33])=[CH:28][CH:27]=3)[CH:19]=[CH:20][CH:21]=2)[C:16]1=O)[C:9]1[CH:14]=[CH:13][CH:12]=[CH:11][CH:10]=1.